This data is from Catalyst prediction with 721,799 reactions and 888 catalyst types from USPTO. The task is: Predict which catalyst facilitates the given reaction. (1) Reactant: [C:1]([O:5][C:6](=[O:27])[NH:7][C:8]1[CH:13]=[C:12]([CH2:14][N:15]2[C:23]3[C:18](=[C:19]([N+:24]([O-])=O)[CH:20]=[CH:21][CH:22]=3)[CH:17]=[CH:16]2)[CH:11]=[CH:10][N:9]=1)([CH3:4])([CH3:3])[CH3:2]. Product: [C:1]([O:5][C:6](=[O:27])[NH:7][C:8]1[CH:13]=[C:12]([CH2:14][N:15]2[C:23]3[C:18](=[C:19]([NH2:24])[CH:20]=[CH:21][CH:22]=3)[CH:17]=[CH:16]2)[CH:11]=[CH:10][N:9]=1)([CH3:4])([CH3:2])[CH3:3]. The catalyst class is: 579. (2) Reactant: [CH2:1]([N:8]([C@H:16]1[C@@H:20]2[O:21][C:22]([CH3:25])([CH3:24])[O:23][C@@H:19]2[C@@H:18]([OH:26])[CH2:17]1)[CH2:9][C:10]1[CH:15]=[CH:14][CH:13]=[CH:12][CH:11]=1)[C:2]1[CH:7]=[CH:6][CH:5]=[CH:4][CH:3]=1.Br[CH2:28][C:29]([O:31][C:32]([CH3:35])([CH3:34])[CH3:33])=[O:30]. Product: [CH2:9]([N:8]([C@H:16]1[C@@H:20]2[O:21][C:22]([CH3:24])([CH3:25])[O:23][C@@H:19]2[C@@H:18]([O:26][CH2:28][C:29]([O:31][C:32]([CH3:35])([CH3:34])[CH3:33])=[O:30])[CH2:17]1)[CH2:1][C:2]1[CH:7]=[CH:6][CH:5]=[CH:4][CH:3]=1)[C:10]1[CH:15]=[CH:14][CH:13]=[CH:12][CH:11]=1. The catalyst class is: 4. (3) Reactant: [CH3:1][N:2]1[CH2:7][CH2:6][N:5]([CH2:8][CH2:9][CH2:10][N:11]2C(=O)C3=CC=CC=C3C2=O)[CH2:4][CH2:3]1.O.NN.Cl. Product: [NH2:11][CH2:10][CH2:9][CH2:8][N:5]1[CH2:4][CH2:3][N:2]([CH3:1])[CH2:7][CH2:6]1. The catalyst class is: 357. (4) Reactant: [C:1](#[N:3])[CH3:2].C[Si]([N-][Si](C)(C)C)(C)C.[Li+].[CH3:14][C:15]1[CH:19]=[CH:18][O:17][C:16]=1[C:20](OC)=[O:21].Cl. Product: [CH3:14][C:15]1[CH:19]=[CH:18][O:17][C:16]=1[C:20](=[O:21])[CH2:2][C:1]#[N:3]. The catalyst class is: 1. (5) Reactant: [CH3:1][O:2][C:3]1[N:8]=[C:7]([C:9]2[CH:10]=[C:11]([CH:14]=[CH:15][CH:16]=2)[CH:12]=[O:13])[CH:6]=[C:5]([NH:17][CH2:18][CH2:19][C:20]2[CH:25]=[CH:24][C:23]([O:26][CH3:27])=[CH:22][CH:21]=2)[N:4]=1.[BH4-].[Na+]. Product: [CH3:1][O:2][C:3]1[N:8]=[C:7]([C:9]2[CH:10]=[C:11]([CH2:12][OH:13])[CH:14]=[CH:15][CH:16]=2)[CH:6]=[C:5]([NH:17][CH2:18][CH2:19][C:20]2[CH:21]=[CH:22][C:23]([O:26][CH3:27])=[CH:24][CH:25]=2)[N:4]=1. The catalyst class is: 61.